This data is from Peptide-MHC class I binding affinity with 185,985 pairs from IEDB/IMGT. The task is: Regression. Given a peptide amino acid sequence and an MHC pseudo amino acid sequence, predict their binding affinity value. This is MHC class I binding data. (1) The peptide sequence is YTVRGTGKY. The MHC is HLA-B39:01 with pseudo-sequence HLA-B39:01. The binding affinity (normalized) is 0.0847. (2) The binding affinity (normalized) is 0.0847. The MHC is HLA-B58:01 with pseudo-sequence HLA-B58:01. The peptide sequence is AEMGGHAER. (3) The peptide sequence is KRASGDPYF. The MHC is HLA-B40:01 with pseudo-sequence HLA-B40:01. The binding affinity (normalized) is 0.0847. (4) The peptide sequence is RLPAKAPLL. The MHC is HLA-E01:03 with pseudo-sequence HLA-E01:03. The binding affinity (normalized) is 0.686. (5) The peptide sequence is GSVGFNIDY. The MHC is HLA-A30:02 with pseudo-sequence HLA-A30:02. The binding affinity (normalized) is 0.315. (6) The peptide sequence is SIMAFILGI. The MHC is HLA-A02:02 with pseudo-sequence HLA-A02:02. The binding affinity (normalized) is 0.980.